This data is from Forward reaction prediction with 1.9M reactions from USPTO patents (1976-2016). The task is: Predict the product of the given reaction. (1) Given the reactants [CH3:1][O:2][C:3](=[O:22])[C:4]([NH2:21])([CH3:20])[CH2:5][C:6]1[C:14]2[C:9](=[CH:10][CH:11]=[C:12]([O:15][CH2:16][CH2:17][O:18][CH3:19])[CH:13]=2)[NH:8][CH:7]=1.[OH:23][C:24]1[CH:25]=[C:26]([CH:29]=[CH:30][CH:31]=1)[CH:27]=O.CO, predict the reaction product. The product is: [CH3:1][O:2][C:3]([C:4]1([CH3:20])[CH2:5][C:6]2[C:14]3[C:9](=[CH:10][CH:11]=[C:12]([O:15][CH2:16][CH2:17][O:18][CH3:19])[CH:13]=3)[NH:8][C:7]=2[CH:27]([C:26]2[CH:29]=[CH:30][CH:31]=[C:24]([OH:23])[CH:25]=2)[NH:21]1)=[O:22]. (2) Given the reactants Br[CH2:2][CH2:3][CH2:4][CH2:5][O:6][CH2:7][CH2:8][CH2:9][CH2:10][C:11]1[CH:16]=[CH:15][C:14]([C:17]([NH:19][CH2:20][C:21]2[C:22]([NH:34][CH:35]3[CH2:40][CH2:39][N:38]([C:41]([NH2:43])=[O:42])[CH2:37][CH2:36]3)=[C:23]3[CH:31]=[N:30][N:29]([CH2:32][CH3:33])[C:24]3=[N:25][C:26]=2[CH2:27][CH3:28])=[O:18])=[CH:13][CH:12]=1.C(N(CC)C(C)C)(C)C.[NH:53]1[CH2:58][CH2:57][O:56][CH2:55][CH2:54]1, predict the reaction product. The product is: [CH2:32]([N:29]1[C:24]2=[N:25][C:26]([CH2:27][CH3:28])=[C:21]([CH2:20][NH:19][C:17]([C:14]3[CH:15]=[CH:16][C:11]([CH2:10][CH2:9][CH2:8][CH2:7][O:6][CH2:5][CH2:4][CH2:3][CH2:2][N:53]4[CH2:58][CH2:57][O:56][CH2:55][CH2:54]4)=[CH:12][CH:13]=3)=[O:18])[C:22]([NH:34][CH:35]3[CH2:40][CH2:39][N:38]([C:41]([NH2:43])=[O:42])[CH2:37][CH2:36]3)=[C:23]2[CH:31]=[N:30]1)[CH3:33]. (3) Given the reactants Br[C:2]1[CH:3]=[C:4]2[C:9](=[C:10]([F:12])[CH:11]=1)[C:8]([F:13])=[C:7]([OH:14])[CH:6]=[CH:5]2.C[O:16][C:17]([C:19]1[CH:24]=[CH:23][C:22](B(O)O)=[CH:21][CH:20]=1)=[O:18], predict the reaction product. The product is: [F:12][C:10]1[C:9]2[C:4](=[CH:5][CH:6]=[C:7]([OH:14])[C:8]=2[F:13])[CH:3]=[C:2]([C:22]2[CH:23]=[CH:24][C:19]([C:17]([OH:18])=[O:16])=[CH:20][CH:21]=2)[CH:11]=1. (4) Given the reactants [CH3:1][C:2]([C:7]1[CH:12]=[CH:11][CH:10]=[CH:9][CH:8]=1)([CH3:6])[C:3](O)=[O:4].C[N:14](C=O)C.C(Cl)(=O)C(Cl)=O, predict the reaction product. The product is: [CH3:1][C:2]([C:7]1[CH:12]=[CH:11][CH:10]=[CH:9][CH:8]=1)([CH3:6])[C:3]([NH2:14])=[O:4].